This data is from Forward reaction prediction with 1.9M reactions from USPTO patents (1976-2016). The task is: Predict the product of the given reaction. (1) Given the reactants [Cl:1][C:2]1[CH:3]=[C:4]([CH:27]=[CH:28][C:29]=1[C:30]#[N:31])[O:5][CH2:6][CH:7]([CH2:25][OH:26])[CH2:8][O:9][C:10]1[CH:15]=[CH:14][C:13]([CH:16]([C:22]#[C:23][CH3:24])[CH2:17][C:18]([O:20]C)=[O:19])=[CH:12][CH:11]=1.I[CH2:33][CH:34]1[CH2:36][CH2:35]1, predict the reaction product. The product is: [Cl:1][C:2]1[CH:3]=[C:4]([CH:27]=[CH:28][C:29]=1[C:30]#[N:31])[O:5][CH2:6][CH:7]([CH2:25][O:26][CH2:33][CH:34]1[CH2:36][CH2:35]1)[CH2:8][O:9][C:10]1[CH:15]=[CH:14][C:13]([CH:16]([C:22]#[C:23][CH3:24])[CH2:17][C:18]([OH:20])=[O:19])=[CH:12][CH:11]=1. (2) Given the reactants [Cl:1][C:2]1[CH:10]=[N:9][CH:8]=[C:7]([Cl:11])[C:3]=1[C:4]([OH:6])=O.[NH2:12][C:13]1[CH:20]=[CH:19][C:16]([CH2:17][OH:18])=[CH:15][CH:14]=1.C1COCC1, predict the reaction product. The product is: [Cl:11][C:7]1[CH:8]=[N:9][CH:10]=[C:2]([Cl:1])[C:3]=1[C:4]([NH:12][C:13]1[CH:20]=[CH:19][C:16]([CH2:17][OH:18])=[CH:15][CH:14]=1)=[O:6]. (3) Given the reactants Br[CH2:2][C:3]1[CH:8]=[CH:7][C:6]([CH2:9][CH2:10][N:11]2[CH:16]=[CH:15][C:14]([O:17][CH2:18][C:19]3[CH:24]=[CH:23][C:22]([CH3:25])=[CH:21][N:20]=3)=[CH:13][C:12]2=[O:26])=[CH:5][CH:4]=1.N1CCCC1.CN(C=[O:36])C, predict the reaction product. The product is: [OH:36][CH2:2][C:3]1[CH:8]=[CH:7][C:6]([CH2:9][CH2:10][N:11]2[CH:16]=[CH:15][C:14]([O:17][CH2:18][C:19]3[CH:24]=[CH:23][C:22]([CH3:25])=[CH:21][N:20]=3)=[CH:13][C:12]2=[O:26])=[CH:5][CH:4]=1. (4) The product is: [F:1][C:2]1[CH:3]=[C:4]([CH:22]=[CH:23][C:24]=1[F:25])[CH2:5][O:6][C:7]1[CH:20]=[C:11]2[N:12]([CH2:16][C:17]([N:30]3[CH2:31][CH2:32][C:27]([F:33])([F:26])[CH2:28][CH2:29]3)=[O:19])[CH2:13][CH2:14][CH2:15][N:10]2[C:9](=[O:21])[N:8]=1. Given the reactants [F:1][C:2]1[CH:3]=[C:4]([CH:22]=[CH:23][C:24]=1[F:25])[CH2:5][O:6][C:7]1[CH:20]=[C:11]2[N:12]([CH2:16][C:17]([OH:19])=O)[CH2:13][CH2:14][CH2:15][N:10]2[C:9](=[O:21])[N:8]=1.[F:26][C:27]1([F:33])[CH2:32][CH2:31][NH:30][CH2:29][CH2:28]1, predict the reaction product. (5) Given the reactants Cl.[F:2][C:3]1[CH:8]=[CH:7][C:6]([NH:9][C:10](=[O:13])[NH:11][NH2:12])=[CH:5][CH:4]=1.[O:14]=[C:15]1[C:23](=O)[C:22]2[C:17](=[CH:18][CH:19]=[C:20]([S:25][CH2:26][CH2:27][CH2:28][C:29]3[CH:37]=[CH:36][C:32]([C:33]([OH:35])=[O:34])=[CH:31][CH:30]=3)[CH:21]=2)[N:16]1[CH2:38][CH2:39][CH2:40][CH2:41][CH3:42], predict the reaction product. The product is: [F:2][C:3]1[CH:4]=[CH:5][C:6]([NH:9][C:10]([NH:11][N:12]=[C:23]2[C:22]3[C:17](=[CH:18][CH:19]=[C:20]([S:25][CH2:26][CH2:27][CH2:28][C:29]4[CH:30]=[CH:31][C:32]([C:33]([OH:35])=[O:34])=[CH:36][CH:37]=4)[CH:21]=3)[N:16]([CH2:38][CH2:39][CH2:40][CH2:41][CH3:42])[C:15]2=[O:14])=[O:13])=[CH:7][CH:8]=1. (6) Given the reactants [CH2:1]([PH:9](=[O:11])[OH:10])[CH2:2][CH2:3][CH2:4][CH2:5][CH2:6][CH2:7][CH3:8].[CH2:12]=[CH:13][CH2:14][CH2:15][CH2:16][CH2:17][CH2:18][CH3:19].C(OOC(=O)C1C=CC=CC=1)(=O)C1C=CC=CC=1, predict the reaction product. The product is: [CH2:1]([P:9]([CH2:12][CH2:13][CH2:14][CH2:15][CH2:16][CH2:17][CH2:18][CH3:19])(=[O:10])[OH:11])[CH2:2][CH2:3][CH2:4][CH2:5][CH2:6][CH2:7][CH3:8].